From a dataset of Full USPTO retrosynthesis dataset with 1.9M reactions from patents (1976-2016). Predict the reactants needed to synthesize the given product. (1) Given the product [C:17]([O:20][CH2:21][C:22]1[C:23]([N:31]2[CH2:42][CH2:41][N:40]3[C:33](=[CH:34][C:35]4[CH2:36][C:37]([CH3:44])([CH3:43])[CH2:38][C:39]=43)[C:32]2=[O:45])=[N:24][CH:25]=[CH:26][C:27]=1[C:2]1[CH:3]=[C:4]([NH:10][C:11]2[O:12][C:13]([CH3:16])=[CH:14][N:15]=2)[C:5](=[O:9])[N:6]([CH3:8])[CH:7]=1)(=[O:19])[CH3:18], predict the reactants needed to synthesize it. The reactants are: Br[C:2]1[CH:3]=[C:4]([NH:10][C:11]2[O:12][C:13]([CH3:16])=[CH:14][N:15]=2)[C:5](=[O:9])[N:6]([CH3:8])[CH:7]=1.[C:17]([O:20][CH2:21][C:22]1[C:23]([N:31]2[CH2:42][CH2:41][N:40]3[C:33](=[CH:34][C:35]4[CH2:36][C:37]([CH3:44])([CH3:43])[CH2:38][C:39]=43)[C:32]2=[O:45])=[N:24][CH:25]=[CH:26][C:27]=1B(O)O)(=[O:19])[CH3:18].[O-]P([O-])([O-])=O.[K+].[K+].[K+].C([O-])(=O)C.[Na+]. (2) Given the product [NH2:1][CH:2]([C:7]1[CH:12]=[CH:11][CH:10]=[C:9]([F:13])[CH:8]=1)[CH2:3][C:4]([O:6][CH2:19][CH2:20][CH3:21])=[O:5], predict the reactants needed to synthesize it. The reactants are: [NH2:1][CH:2]([C:7]1[CH:12]=[CH:11][CH:10]=[C:9]([F:13])[CH:8]=1)[CH2:3][C:4]([OH:6])=[O:5].S(=O)(=O)(O)O.[CH2:19](O)[CH2:20][CH3:21]. (3) Given the product [C:1]([C:3]1[CH:4]=[CH:5][C:6]2[O:11][CH:10]([C:12]([F:15])([F:13])[F:14])[C:9]([C:16]([OH:18])=[O:17])=[CH:8][C:7]=2[CH:21]=1)#[N:2], predict the reactants needed to synthesize it. The reactants are: [C:1]([C:3]1[CH:4]=[CH:5][C:6]2[O:11][CH:10]([C:12]([F:15])([F:14])[F:13])[C:9]([C:16]([O:18]CC)=[O:17])=[CH:8][C:7]=2[CH:21]=1)#[N:2].[OH-].[Na+]. (4) Given the product [C:1]([NH:11][C@H:12]([C:15]([OH:17])=[O:16])[CH2:13][S:30][C:24]1[CH:29]=[CH:28][CH:27]=[CH:26][CH:25]=1)([O:3][CH2:4][C:5]1[CH:10]=[CH:9][CH:8]=[CH:7][CH:6]=1)=[O:2], predict the reactants needed to synthesize it. The reactants are: [C:1]([NH:11][C@H:12]([C:15]([OH:17])=[O:16])[CH2:13]Cl)([O:3][CH2:4][C:5]1[CH:10]=[CH:9][CH:8]=[CH:7][CH:6]=1)=[O:2].C(=O)([O-])[O-].[Na+].[Na+].[C:24]1([SH:30])[CH:29]=[CH:28][CH:27]=[CH:26][CH:25]=1.Cl. (5) Given the product [Cl:2][C:3]1[CH:4]=[C:5]([CH:6]=[CH:7][C:8]=1[S:9][CH3:10])[C:11]([C:13]1[NH:14][C:15](=[O:20])[C:16]([CH3:19])=[CH:17][CH:18]=1)=[O:12], predict the reactants needed to synthesize it. The reactants are: Br.[Cl:2][C:3]1[CH:4]=[C:5]([C:11]([C:13]2[CH:18]=[CH:17][C:16]([CH3:19])=[C:15]([O:20]C)[N:14]=2)=[O:12])[CH:6]=[CH:7][C:8]=1[S:9][CH3:10].C(=O)(O)[O-].[Na+]. (6) Given the product [NH2:1][C:2]1[C:3]2[C:10]([C:11]3[CH:16]=[CH:15][CH:14]=[C:13]([O:17][CH2:18][C:19]4[CH:20]=[CH:21][CH:22]=[CH:23][CH:24]=4)[CH:12]=3)=[C:9]([CH3:25])[N:8]([C@@H:26]3[CH2:27][C@H:28]([CH2:30][N:43]4[CH2:49][CH2:48][CH2:47][C@@H:44]4[CH2:45][OH:46])[CH2:29]3)[C:4]=2[N:5]=[CH:6][N:7]=1, predict the reactants needed to synthesize it. The reactants are: [NH2:1][C:2]1[C:3]2[C:10]([C:11]3[CH:16]=[CH:15][CH:14]=[C:13]([O:17][CH2:18][C:19]4[CH:24]=[CH:23][CH:22]=[CH:21][CH:20]=4)[CH:12]=3)=[C:9]([CH3:25])[N:8]([C@@H:26]3[CH2:29][C@H:28]([CH2:30]O)[CH2:27]3)[C:4]=2[N:5]=[CH:6][N:7]=1.C1(C)C=CC(S(Cl)(=O)=O)=CC=1.[NH:43]1[CH2:49][CH2:48][CH2:47][C@@H:44]1[CH2:45][OH:46].